This data is from Forward reaction prediction with 1.9M reactions from USPTO patents (1976-2016). The task is: Predict the product of the given reaction. (1) Given the reactants [C:1]([OH:13])(=[O:12])[CH2:2][C:3]1[C:4](=[CH:8][CH:9]=[CH:10][CH:11]=1)[C:5]([OH:7])=O.[CH3:14][O:15][CH2:16][CH2:17][CH2:18][N:19]=[CH:20][C:21]1[S:22][CH:23]=[CH:24][CH:25]=1.C(=O)([O-])[O-].[Na+].[Na+], predict the reaction product. The product is: [CH3:14][O:15][CH2:16][CH2:17][CH2:18][N:19]1[CH:20]([C:21]2[S:22][CH:23]=[CH:24][CH:25]=2)[CH:2]([C:1]([OH:13])=[O:12])[C:3]2[C:4](=[CH:8][CH:9]=[CH:10][CH:11]=2)[C:5]1=[O:7]. (2) Given the reactants [O:1]1[C:5]2[C:6]([C:10]([OH:12])=O)=[CH:7][CH:8]=[CH:9][C:4]=2[CH2:3][CH2:2]1.C(Cl)(=O)C(Cl)=O.Cl.[F:20][C:21]1[CH:26]=[CH:25][C:24]([CH:27]([OH:41])[CH:28]([NH2:40])[CH2:29][C:30]2[CH:35]=[CH:34][C:33]([C:36]([F:39])([F:38])[F:37])=[CH:32][CH:31]=2)=[CH:23][CH:22]=1.C(=O)([O-])O.[Na+], predict the reaction product. The product is: [F:20][C:21]1[CH:22]=[CH:23][C:24]([CH:27]([OH:41])[CH:28]([NH:40][C:10]([C:6]2[C:5]3[O:1][CH2:2][CH2:3][C:4]=3[CH:9]=[CH:8][CH:7]=2)=[O:12])[CH2:29][C:30]2[CH:35]=[CH:34][C:33]([C:36]([F:39])([F:38])[F:37])=[CH:32][CH:31]=2)=[CH:25][CH:26]=1. (3) Given the reactants N[C:2]1[CH:3]=[CH:4][C:5]([Cl:11])=[C:6]([CH:10]=1)[C:7]([OH:9])=[O:8].N([O-])=[O:13].[Na+].C, predict the reaction product. The product is: [Cl:11][C:5]1[CH:4]=[CH:3][C:2]([OH:13])=[CH:10][C:6]=1[C:7]([OH:9])=[O:8]. (4) Given the reactants [CH:1]1([N:4]([CH2:6][C:7]2[CH:34]=[N:33][C:10]3[O:11][C:12]4[C:17]([N:18]5[CH2:23][CH2:22][O:21][CH2:20][CH2:19]5)=[N:16][C:15]([C:24]5[CH:32]=[CH:31][CH:30]=[C:29]6[C:25]=5[CH:26]=[CH:27][NH:28]6)=[N:14][C:13]=4[C:9]=3[CH:8]=2)[CH3:5])C[CH2:2]1.Cl.N1CCC1.CC([O-])=O.[Na+].[BH-](OC(C)=O)(OC(C)=O)OC(C)=O.[Na+].[BH3-]C#N.[Na+], predict the reaction product. The product is: [N:4]1([CH2:6][C:7]2[CH:34]=[N:33][C:10]3[O:11][C:12]4[C:17]([N:18]5[CH2:23][CH2:22][O:21][CH2:20][CH2:19]5)=[N:16][C:15]([C:24]5[CH:32]=[CH:31][CH:30]=[C:29]6[C:25]=5[CH:26]=[CH:27][NH:28]6)=[N:14][C:13]=4[C:9]=3[CH:8]=2)[CH2:1][CH2:2][CH2:5]1. (5) Given the reactants Cl[C:2]1[N:11]=[CH:10][C:9]([O:12][CH3:13])=[CH:8][C:3]=1[C:4]([O:6][CH3:7])=[O:5].C(=O)([O-])[O-].[Cs+].[Cs+].[SH:20][CH2:21][CH2:22][NH:23][C:24](=[O:30])[O:25][C:26]([CH3:29])([CH3:28])[CH3:27], predict the reaction product. The product is: [C:26]([O:25][C:24]([NH:23][CH2:22][CH2:21][S:20][C:2]1[N:11]=[CH:10][C:9]([O:12][CH3:13])=[CH:8][C:3]=1[C:4]([O:6][CH3:7])=[O:5])=[O:30])([CH3:29])([CH3:28])[CH3:27]. (6) Given the reactants [C:1]([O:5][C:6]([NH:8][C:9](=[CH:14][C:15]1[CH:20]=[CH:19][CH:18]=[CH:17][N:16]=1)[C:10]([O:12][CH3:13])=[O:11])=[O:7])([CH3:4])([CH3:3])[CH3:2].[C:21](=O)([O-])[O-].[K+].[K+].IC, predict the reaction product. The product is: [C:1]([O:5][C:6]([N:8]([CH3:21])[C:9](=[CH:14][C:15]1[CH:20]=[CH:19][CH:18]=[CH:17][N:16]=1)[C:10]([O:12][CH3:13])=[O:11])=[O:7])([CH3:4])([CH3:2])[CH3:3]. (7) The product is: [ClH:25].[NH2:7][CH2:8][CH2:9][CH2:10][CH2:11][NH:12][C:13]([NH:15][C:16]1[NH:17][C:18]([CH3:23])=[CH:19][C:20](=[O:22])[N:21]=1)=[O:14]. Given the reactants C(OC(=O)[NH:7][CH2:8][CH2:9][CH2:10][CH2:11][NH:12][C:13]([NH:15][C:16]1[NH:17][C:18]([CH3:23])=[CH:19][C:20](=[O:22])[N:21]=1)=[O:14])(C)(C)C.[ClH:25], predict the reaction product. (8) Given the reactants [Cl:1][C:2]1[N:7]=[C:6]([NH:8][C:9]2[CH:14]=[CH:13][C:12]([O:15][CH3:16])=[CH:11][C:10]=2[NH:17][S:18]([CH3:21])(=[O:20])=[O:19])[C:5]([Cl:22])=[CH:4][N:3]=1.[CH3:23][O:24][C:25]1[CH:31]=[C:30]([CH3:32])[CH:29]=[CH:28][C:26]=1[NH2:27], predict the reaction product. The product is: [ClH:1].[Cl:22][C:5]1[C:6]([NH:8][C:9]2[CH:14]=[CH:13][C:12]([O:15][CH3:16])=[CH:11][C:10]=2[NH:17][S:18]([CH3:21])(=[O:20])=[O:19])=[N:7][C:2]([NH:27][C:26]2[CH:28]=[CH:29][C:30]([CH3:32])=[CH:31][C:25]=2[O:24][CH3:23])=[N:3][CH:4]=1.